From a dataset of Catalyst prediction with 721,799 reactions and 888 catalyst types from USPTO. Predict which catalyst facilitates the given reaction. (1) Reactant: [CH:1]1([C:4]2[CH:5]=[C:6]([CH2:19][OH:20])[CH:7]=[C:8]([O:16][CH2:17][CH3:18])[C:9]=2[N:10]2[CH2:15][CH2:14][CH2:13][CH2:12][CH2:11]2)[CH2:3][CH2:2]1.C(N(CC)CC)C.CS(C)=O.O. Product: [CH:1]1([C:4]2[CH:5]=[C:6]([CH:7]=[C:8]([O:16][CH2:17][CH3:18])[C:9]=2[N:10]2[CH2:11][CH2:12][CH2:13][CH2:14][CH2:15]2)[CH:19]=[O:20])[CH2:2][CH2:3]1. The catalyst class is: 13. (2) Reactant: Br[CH2:2][C:3]1[CH:4]=[CH:5][N:6]2[C:11]=1[C:10](Cl)=[N:9][CH:8]=[N:7]2.C(OC([N:20]1[CH2:25][CH2:24][CH:23]([OH:26])[CH2:22][CH2:21]1)=O)(C)(C)C.C([O-])(O)=O.[Na+].[Cl:32][C:33]1[CH:34]=[C:35]([NH2:48])[CH:36]=[CH:37][C:38]=1[O:39][CH2:40][C:41]1[CH:46]=[CH:45][CH:44]=[C:43]([F:47])[CH:42]=1. Product: [Cl:32][C:33]1[CH:34]=[C:35]([NH:48][C:10]2[C:11]3=[C:3]([CH2:2][O:26][CH:23]4[CH2:22][CH2:21][NH:20][CH2:25][CH2:24]4)[CH:4]=[CH:5][N:6]3[N:7]=[CH:8][N:9]=2)[CH:36]=[CH:37][C:38]=1[O:39][CH2:40][C:41]1[CH:46]=[CH:45][CH:44]=[C:43]([F:47])[CH:42]=1. The catalyst class is: 10. (3) Reactant: [CH2:1]([C:3]1[CH:4]=[C:5]2[C:10](=[C:11]([N:13]3[CH2:18][CH2:17][N:16](C(OC(C)(C)C)=O)[CH2:15][CH2:14]3)[CH:12]=1)[N:9]=[C:8](/[CH:26]=[CH:27]/[C:28]([O:30][CH3:31])=[O:29])[CH:7]=[CH:6]2)[CH3:2].FC(F)(F)C(O)=O.C1(C)C=CC=CC=1. Product: [CH2:1]([C:3]1[CH:4]=[C:5]2[C:10](=[C:11]([N:13]3[CH2:18][CH2:17][NH:16][CH2:15][CH2:14]3)[CH:12]=1)[N:9]=[C:8]([CH2:26][CH2:27][C:28]([O:30][CH3:31])=[O:29])[CH:7]=[CH:6]2)[CH3:2]. The catalyst class is: 2. (4) Reactant: [CH2:1]([O:3][C:4]([C:6]1[C:15]2[C:10](=[CH:11][C:12]([O:17][CH3:18])=[C:13]([OH:16])[CH:14]=2)[C:9]([C:19](=[O:30])[C:20]2[CH:25]=[CH:24][CH:23]=[C:22]([O:26][CH:27]([CH3:29])[CH3:28])[CH:21]=2)=[N:8][CH:7]=1)=[O:5])[CH3:2].C(=O)([O-])[O-].[K+].[K+].Br[CH2:38][CH2:39][CH2:40][OH:41]. Product: [CH2:1]([O:3][C:4]([C:6]1[C:15]2[C:10](=[CH:11][C:12]([O:17][CH3:18])=[C:13]([O:16][CH2:38][CH2:39][CH2:40][OH:41])[CH:14]=2)[C:9]([C:19](=[O:30])[C:20]2[CH:25]=[CH:24][CH:23]=[C:22]([O:26][CH:27]([CH3:29])[CH3:28])[CH:21]=2)=[N:8][CH:7]=1)=[O:5])[CH3:2]. The catalyst class is: 9. (5) Reactant: CC1C=CC(S([O:11][CH2:12][CH:13]2[CH2:18][CH2:17][N:16]([C:19]([O:21][C:22]([CH3:25])([CH3:24])[CH3:23])=[O:20])[CH2:15][CH2:14]2)(=O)=O)=CC=1.[NH2:26][C:27]1[C:32](O)=[CH:31][N:30]=[CH:29][N:28]=1.C([O-])([O-])=O.[Cs+].[Cs+].C(Cl)Cl.CO. Product: [NH2:26][C:27]1[C:32]([O:11][CH2:12][CH:13]2[CH2:14][CH2:15][N:16]([C:19]([O:21][C:22]([CH3:23])([CH3:24])[CH3:25])=[O:20])[CH2:17][CH2:18]2)=[CH:31][N:30]=[CH:29][N:28]=1. The catalyst class is: 735. (6) Reactant: [Si:1]([O:8][CH2:9][CH:10]1[C:15](=[O:16])[CH2:14][CH2:13][N:12]([C:17]([O:19][C:20]([CH3:23])([CH3:22])[CH3:21])=[O:18])[CH2:11]1)([C:4]([CH3:7])([CH3:6])[CH3:5])([CH3:3])[CH3:2].[C:24]1([Mg]Cl)[CH:29]=[CH:28][CH:27]=[CH:26][CH:25]=1. Product: [Si:1]([O:8][CH2:9][CH:10]1[C:15]([OH:16])([C:24]2[CH:29]=[CH:28][CH:27]=[CH:26][CH:25]=2)[CH2:14][CH2:13][N:12]([C:17]([O:19][C:20]([CH3:23])([CH3:22])[CH3:21])=[O:18])[CH2:11]1)([C:4]([CH3:7])([CH3:6])[CH3:5])([CH3:3])[CH3:2]. The catalyst class is: 1.